This data is from Reaction yield outcomes from USPTO patents with 853,638 reactions. The task is: Predict the reaction yield, written as a fraction of the theoretical maximum amount of product (1.0 means a 100% yield; for example, 0.34 means a 34% yield). (1) The reactants are [NH2:1][C:2]1[CH:7]=[CH:6][C:5]([C:8]2[C:16]3[C:11](=[N:12][CH:13]=[N:14][C:15]=3[NH2:17])[N:10]([CH:18]3[CH2:23][CH2:22][N:21]([CH:24]4[CH2:29][CH2:28][N:27]([CH3:30])[CH2:26][CH2:25]4)[CH2:20][CH2:19]3)[N:9]=2)=[CH:4][C:3]=1[O:31][CH3:32].[C:33]1([C@@H:39]([CH3:44])[CH2:40][C:41](Cl)=[O:42])[CH:38]=[CH:37][CH:36]=[CH:35][CH:34]=1.[OH-].[Na+]. The catalyst is N1C=CC=CC=1.ClCCl. The product is [OH-:31].[NH4+:1].[NH2:17][C:15]1[N:14]=[CH:13][N:12]=[C:11]2[N:10]([CH:18]3[CH2:23][CH2:22][N:21]([CH:24]4[CH2:29][CH2:28][N:27]([CH3:30])[CH2:26][CH2:25]4)[CH2:20][CH2:19]3)[N:9]=[C:8]([C:5]3[CH:6]=[CH:7][C:2]([NH:1][C:41](=[O:42])[CH2:40][C@@H:39]([C:33]4[CH:38]=[CH:37][CH:36]=[CH:35][CH:34]=4)[CH3:44])=[C:3]([O:31][CH3:32])[CH:4]=3)[C:16]=12. The yield is 0.0200. (2) The reactants are [O:1]1[CH:5]=[CH:4][C:3](B(O)O)=[CH:2]1.[NH2:9][C:10]1[N:11]=[C:12]([N:21]2[CH2:26][CH2:25][N:24]([C:27](=[O:37])[CH2:28][O:29][C:30]3[CH:35]=[CH:34][C:33]([Cl:36])=[CH:32][CH:31]=3)[CH2:23][CH2:22]2)[C:13]2[N:19]=[C:18](Cl)[CH:17]=[CH:16][C:14]=2[N:15]=1. No catalyst specified. The product is [NH2:9][C:10]1[N:11]=[C:12]([N:21]2[CH2:22][CH2:23][N:24]([C:27](=[O:37])[CH2:28][O:29][C:30]3[CH:35]=[CH:34][C:33]([Cl:36])=[CH:32][CH:31]=3)[CH2:25][CH2:26]2)[C:13]2[N:19]=[C:18]([C:3]3[CH:4]=[CH:5][O:1][CH:2]=3)[CH:17]=[CH:16][C:14]=2[N:15]=1. The yield is 0.410. (3) The reactants are Br[C:2]1[CH:3]=[CH:4][C:5]([O:8][CH3:9])=[N:6][CH:7]=1.CN(C)[CH:12]=[O:13].C(=O)(O)[O-].[Na+]. The catalyst is O1CCCC1. The product is [CH3:9][O:8][C:5]1[N:6]=[CH:7][C:2]([CH:12]=[O:13])=[CH:3][CH:4]=1. The yield is 0.940. (4) The catalyst is C(#N)C.C1COCC1. The yield is 0.480. The product is [I:12][C:2]1[CH:7]=[CH:6][N:5]=[C:4]2[NH:8][CH:9]=[CH:10][C:3]=12. The reactants are Cl[C:2]1[CH:7]=[CH:6][N:5]=[C:4]2[NH:8][CH:9]=[CH:10][C:3]=12.[Na+].[I-:12].C(Cl)(=O)C.[OH-].[Na+]. (5) The reactants are FC(F)(F)S(O[C:7]1[CH2:8][N:9]([C:12]([O:14][C:15]([CH3:18])([CH3:17])[CH3:16])=[O:13])[CH2:10][CH:11]=1)(=O)=O.CC1(C)C(C)(C)OB([C:29]2[CH:30]=[C:31]([CH:36]=[CH:37][CH:38]=2)[C:32]([O:34][CH3:35])=[O:33])O1.C([O-])([O-])=O.[K+].[K+]. The catalyst is O1CCOCC1.O.C1C=CC(P(C2C=CC=CC=2)[C-]2C=CC=C2)=CC=1.C1C=CC(P(C2C=CC=CC=2)[C-]2C=CC=C2)=CC=1.Cl[Pd]Cl.[Fe+2]. The product is [CH3:35][O:34][C:32]([C:31]1[CH:30]=[C:29]([C:7]2[CH2:8][N:9]([C:12]([O:14][C:15]([CH3:18])([CH3:17])[CH3:16])=[O:13])[CH2:10][CH:11]=2)[CH:38]=[CH:37][CH:36]=1)=[O:33]. The yield is 0.742. (6) The reactants are [OH:1][C:2]1[CH:7]=[CH:6][C:5]([N:8]2[CH2:13][CH2:12][NH:11][CH2:10][CH2:9]2)=[CH:4][CH:3]=1.[OH-].[Na+].[C:16](O[C:16]([O:18][C:19]([CH3:22])([CH3:21])[CH3:20])=[O:17])([O:18][C:19]([CH3:22])([CH3:21])[CH3:20])=[O:17]. The catalyst is O. The product is [OH:1][C:2]1[CH:3]=[CH:4][C:5]([N:8]2[CH2:13][CH2:12][N:11]([C:16]([O:18][C:19]([CH3:22])([CH3:21])[CH3:20])=[O:17])[CH2:10][CH2:9]2)=[CH:6][CH:7]=1. The yield is 0.990. (7) The reactants are [NH2:1][C:2]1[N:7]2[N:8]=[CH:9][C:10]([CH:11]=O)=[C:6]2[N:5]=[C:4]([NH:13][C:14]2[CH:19]=[CH:18][CH:17]=[C:16]([Cl:20])[CH:15]=2)[CH:3]=1.C(O)C.[NH:24]1[CH2:30][C:28](=[O:29])[NH:27][C:25]1=[O:26].N1CCCCC1. The catalyst is O. The product is [NH2:1][C:2]1[N:7]2[N:8]=[CH:9][C:10]([CH:11]=[C:30]3[NH:24][C:25](=[O:26])[NH:27][C:28]3=[O:29])=[C:6]2[N:5]=[C:4]([NH:13][C:14]2[CH:19]=[CH:18][CH:17]=[C:16]([Cl:20])[CH:15]=2)[CH:3]=1. The yield is 0.540.